Task: Predict which catalyst facilitates the given reaction.. Dataset: Catalyst prediction with 721,799 reactions and 888 catalyst types from USPTO (1) Reactant: [NH2:1][C:2]1[CH:7]=[CH:6][C:5]([C:8]([N:10]2[CH2:15][CH2:14][CH:13]([NH:16][C:17]3[N:22]=[C:21]([C:23]4[C:31]5[C:26](=[CH:27][CH:28]=[CH:29][CH:30]=5)[N:25](S(C5C=CC=CC=5)(=O)=O)[CH:24]=4)[C:20]([Cl:41])=[CH:19][N:18]=3)[CH2:12][CH2:11]2)=[O:9])=[CH:4][C:3]=1[F:42].[OH-].[Na+]. Product: [NH2:1][C:2]1[CH:7]=[CH:6][C:5]([C:8]([N:10]2[CH2:15][CH2:14][CH:13]([NH:16][C:17]3[N:22]=[C:21]([C:23]4[C:31]5[C:26](=[CH:27][CH:28]=[CH:29][CH:30]=5)[NH:25][CH:24]=4)[C:20]([Cl:41])=[CH:19][N:18]=3)[CH2:12][CH2:11]2)=[O:9])=[CH:4][C:3]=1[F:42]. The catalyst class is: 12. (2) Reactant: C([O:3][C:4](=[O:28])[CH2:5][O:6][C:7]1[CH:15]=[CH:14][CH:13]=[C:12]2[C:8]=1[C:9]([CH2:24][C:25](=[O:27])[NH2:26])=[C:10]([CH3:23])[N:11]2[CH2:16][C:17]1[CH:22]=[CH:21][CH:20]=[CH:19][CH:18]=1)C.[Li+].[OH-]. Product: [CH2:16]([N:11]1[C:12]2[C:8](=[C:7]([O:6][CH2:5][C:4]([OH:28])=[O:3])[CH:15]=[CH:14][CH:13]=2)[C:9]([CH2:24][C:25](=[O:27])[NH2:26])=[C:10]1[CH3:23])[C:17]1[CH:22]=[CH:21][CH:20]=[CH:19][CH:18]=1. The catalyst class is: 636. (3) Reactant: [N:1]1[CH:6]=[CH:5][C:4]([C:7](=[O:20])[C:8]#[C:9]C2(O[Si](C)(C)C)CCCC2)=[CH:3][CH:2]=1.CC1C=CC(S(O)(=O)=O)=CC=1. Product: [N:1]1[CH:6]=[CH:5][C:4]([C:7](=[O:20])[C:8]#[CH:9])=[CH:3][CH:2]=1. The catalyst class is: 34.